From a dataset of Full USPTO retrosynthesis dataset with 1.9M reactions from patents (1976-2016). Predict the reactants needed to synthesize the given product. (1) Given the product [Br:1][C:2]1[CH:3]=[CH:4][C:5]([F:20])=[C:6]([C:7]2[NH:18][C:16](=[O:17])[C:11]3[C:10](=[N:15][CH:14]=[CH:13][N:12]=3)[N:9]=2)[CH:19]=1, predict the reactants needed to synthesize it. The reactants are: [Br:1][C:2]1[CH:3]=[CH:4][C:5]([F:20])=[C:6]([CH:19]=1)[C:7]([NH:9][C:10]1[C:11]([C:16]([NH2:18])=[O:17])=[N:12][CH:13]=[CH:14][N:15]=1)=O.[OH-].[K+].CC(O)=O. (2) Given the product [C:6](=[O:7])([O:21][CH2:20][CH2:19][N:18]1[C:17]([N+:22]([O-:24])=[O:23])=[CH:16][N:15]=[C:14]1[CH3:13])[O:29][CH2:28]/[CH:27]=[CH:26]\[CH2:25][OH:30], predict the reactants needed to synthesize it. The reactants are: C1N=CN([C:6](N2C=NC=C2)=[O:7])C=1.[CH3:13][C:14]1[N:18]([CH2:19][CH2:20][OH:21])[C:17]([N+:22]([O-:24])=[O:23])=[CH:16][N:15]=1.[CH2:25]([OH:30])[CH:26]=[CH:27][CH2:28][OH:29]. (3) The reactants are: [F:1][C:2]1[CH:19]=[CH:18][C:5]([O:6][C:7]2[CH:12]=[CH:11][C:10]([C:13]3[CH:17]=[CH:16][NH:15][N:14]=3)=[CH:9][CH:8]=2)=[CH:4][CH:3]=1.[H-].[Na+].Cl[C:23]1[N:28]=[CH:27][CH:26]=[CH:25][N:24]=1. Given the product [F:1][C:2]1[CH:19]=[CH:18][C:5]([O:6][C:7]2[CH:8]=[CH:9][C:10]([C:13]3[CH:17]=[CH:16][N:15]([C:23]4[N:28]=[CH:27][CH:26]=[CH:25][N:24]=4)[N:14]=3)=[CH:11][CH:12]=2)=[CH:4][CH:3]=1, predict the reactants needed to synthesize it. (4) Given the product [Cl:1][C:2]1[CH:7]=[CH:6][C:5]([C:8]2[C:9]([CH2:17][CH2:18][CH3:19])=[C:10]([C:12]3[S:13][CH:14]=[CH:15][CH:16]=3)[NH:23][N:22]=2)=[CH:4][CH:3]=1, predict the reactants needed to synthesize it. The reactants are: [Cl:1][C:2]1[CH:7]=[CH:6][C:5]([C:8](=O)[CH:9]([CH2:17][CH2:18][CH3:19])[C:10]([C:12]2[S:13][CH:14]=[CH:15][CH:16]=2)=O)=[CH:4][CH:3]=1.O.[NH2:22][NH2:23]. (5) Given the product [OH:1][C:2]1[CH:21]=[CH:20][C:5]2[O:6][CH2:7][C:8]3[CH:19]=[CH:18][CH:17]=[CH:16][C:9]=3/[C:10](=[CH:11]\[CH2:12][CH2:13][NH:14][CH3:15])/[C:4]=2[CH:3]=1, predict the reactants needed to synthesize it. The reactants are: [OH:1][CH:2]1[CH:21]=[CH:20][C:5]2[O:6][CH2:7][C:8]3[CH:19]=[CH:18][CH:17]=[CH:16][C:9]=3/[C:10](=[CH:11]/[CH2:12][CH2:13][NH:14][CH3:15])/[C:4]=2[CH2:3]1.